This data is from Forward reaction prediction with 1.9M reactions from USPTO patents (1976-2016). The task is: Predict the product of the given reaction. (1) The product is: [NH2:18][C:11]1[CH:10]=[C:9]([CH:14]=[CH:13][C:12]=1[CH2:15][O:16][CH3:17])[C:8]([NH:7][C:4]1[CH:3]=[CH:2][C:1]([C:22]2[CH:27]=[CH:26][CH:25]=[CH:24][CH:23]=2)=[CH:6][CH:5]=1)=[O:21]. Given the reactants [C:1]1([C:22]2[CH:27]=[CH:26][CH:25]=[CH:24][CH:23]=2)[CH:6]=[CH:5][C:4]([NH:7][C:8](=[O:21])[C:9]2[CH:14]=[CH:13][C:12]([CH2:15][O:16][CH3:17])=[C:11]([N+:18]([O-])=O)[CH:10]=2)=[CH:3][CH:2]=1.C(=O)(O)[O-].[Na+].[Cl-].[Na+].O1CCCC1.C(OCC)(=O)C, predict the reaction product. (2) Given the reactants Br[CH:2]([CH2:12][Br:13])[CH2:3][O:4][C:5]1[CH:10]=[CH:9][N:8]=[CH:7][C:6]=1[OH:11].C([O-])(O)=O.[Na+], predict the reaction product. The product is: [Br:13][CH2:12][CH:2]1[O:11][C:6]2[CH:7]=[N:8][CH:9]=[CH:10][C:5]=2[O:4][CH2:3]1. (3) Given the reactants [Cl:1][C:2]1[CH:7]=[C:6]([O:8][CH3:9])[CH:5]=[CH:4][C:3]=1[OH:10].[Mg+2].[Cl-].[Cl-].[CH2:14]=[O:15].Cl, predict the reaction product. The product is: [Cl:1][C:2]1[C:3]([OH:10])=[C:4]([CH:5]=[C:6]([O:8][CH3:9])[CH:7]=1)[CH:14]=[O:15].